Predict the reaction yield, written as a fraction of the theoretical maximum amount of product (1.0 means a 100% yield; for example, 0.34 means a 34% yield). From a dataset of Reaction yield outcomes from USPTO patents with 853,638 reactions. (1) The reactants are [CH2:1]([N:8]1[CH:16]=[C:15]2[C:10]([CH:11]=[C:12]([C:17]3[CH:18]=[C:19]([CH:27]4[CH2:32][CH2:31][NH:30][CH2:29][CH2:28]4)[N:20]4[C:25]=3[C:24]([NH2:26])=[N:23][CH:22]=[N:21]4)[CH:13]=[CH:14]2)=[N:9]1)[C:2]1[CH:7]=[CH:6][CH:5]=[CH:4][CH:3]=1.C(N(CC)C(C)C)(C)C.Cl[CH2:43][C:44]([N:46]([CH3:48])[CH3:47])=[O:45]. No catalyst specified. The product is [NH2:26][C:24]1[C:25]2=[C:17]([C:12]3[CH:13]=[CH:14][C:15]4[C:10]([CH:11]=3)=[N:9][N:8]([CH2:1][C:2]3[CH:3]=[CH:4][CH:5]=[CH:6][CH:7]=3)[CH:16]=4)[CH:18]=[C:19]([CH:27]3[CH2:32][CH2:31][N:30]([CH2:43][C:44]([N:46]([CH3:48])[CH3:47])=[O:45])[CH2:29][CH2:28]3)[N:20]2[N:21]=[CH:22][N:23]=1. The yield is 0.521. (2) The reactants are [Br:1][C:2]1[CH:3]=[C:4]([NH:10][C:11]2[CH:16]=[CH:15][C:14]([N:17]3[CH2:22][CH2:21][NH:20][CH2:19][C@@H:18]3[CH3:23])=[CH:13][N:12]=2)[C:5](=[O:9])[N:6]([CH3:8])[CH:7]=1.[O:24]1[CH2:27][C:26](=O)[CH2:25]1.[BH3-]C#N.[Na+].O. The catalyst is CO.[Cl-].[Zn+2].[Cl-]. The product is [Br:1][C:2]1[CH:3]=[C:4]([NH:10][C:11]2[CH:16]=[CH:15][C:14]([N:17]3[CH2:22][CH2:21][N:20]([CH:26]4[CH2:27][O:24][CH2:25]4)[CH2:19][C@@H:18]3[CH3:23])=[CH:13][N:12]=2)[C:5](=[O:9])[N:6]([CH3:8])[CH:7]=1. The yield is 0.730. (3) The reactants are [O-]P([O-])([O-])=O.[K+].[K+].[K+].[CH2:9]([NH2:15])[CH2:10][CH2:11][CH2:12][CH2:13][CH3:14].I[C:17]1[CH:22]=[CH:21][CH:20]=[CH:19][CH:18]=1.C(O)CO. The catalyst is [Cu]I.CCCCCC.C(OCC)(=O)C.CC(O)C. The product is [C:17]1([CH2:14][CH2:13][CH2:12][CH2:11][CH2:10][CH2:9][NH2:15])[CH:22]=[CH:21][CH:20]=[CH:19][CH:18]=1. The yield is 0.860. (4) The reactants are [Cl:1][C:2]1[CH:7]=[CH:6][CH:5]=[CH:4][C:3]=1[N:8]1[C:13](=[O:14])[CH:12]=[CH:11][C:10]2[C:15]([C:21]3[CH:26]=[CH:25][CH:24]=[CH:23][CH:22]=3)=[C:16]([C:18](O)=[O:19])[S:17][C:9]1=2.C(N1C=CN=C1)([N:29]1C=CN=C1)=O.N. The catalyst is CN(C=O)C. The product is [Cl:1][C:2]1[CH:7]=[CH:6][CH:5]=[CH:4][C:3]=1[N:8]1[C:13](=[O:14])[CH:12]=[CH:11][C:10]2[C:15]([C:21]3[CH:26]=[CH:25][CH:24]=[CH:23][CH:22]=3)=[C:16]([C:18]([NH2:29])=[O:19])[S:17][C:9]1=2. The yield is 0.840. (5) The reactants are Cl.[CH3:2][O:3][C:4]([C@H:6]1[CH2:11][CH2:10][C@H:9]([NH2:12])[CH2:8][CH2:7]1)=[O:5].C(N(CC)CC)C.[CH3:20][C:21]([O:24][C:25](O[C:25]([O:24][C:21]([CH3:23])([CH3:22])[CH3:20])=[O:26])=[O:26])([CH3:23])[CH3:22]. The catalyst is C(Cl)Cl. The product is [CH3:2][O:3][C:4]([C@H:6]1[CH2:11][CH2:10][C@H:9]([NH:12][C:25]([O:24][C:21]([CH3:23])([CH3:22])[CH3:20])=[O:26])[CH2:8][CH2:7]1)=[O:5]. The yield is 0.830. (6) The reactants are [CH3:1][O:2][C:3](=[O:32])[CH:4]=[CH:5][C:6]1[CH:11]=[CH:10][CH:9]=[CH:8][C:7]=1[O:12][C:13]1[CH:18]=[CH:17][C:16]([CH2:19][CH:20]([NH:24][C:25]([O:27][C:28]([CH3:31])([CH3:30])[CH3:29])=[O:26])[C:21]([OH:23])=[O:22])=[CH:15][CH:14]=1.[H][H]. The catalyst is [Ni].CO. The product is [C:28]([O:27][C:25]([NH:24][CH:20]([CH2:19][C:16]1[CH:17]=[CH:18][C:13]([O:12][C:7]2[CH:8]=[CH:9][CH:10]=[CH:11][C:6]=2[CH2:5][CH2:4][C:3]([O:2][CH3:1])=[O:32])=[CH:14][CH:15]=1)[C:21]([OH:23])=[O:22])=[O:26])([CH3:30])([CH3:31])[CH3:29]. The yield is 0.980. (7) The reactants are [C:1]1([C@H:7]2[CH2:9][C@@H:8]2[NH2:10])[CH:6]=[CH:5][CH:4]=[CH:3][CH:2]=1.O=[C:12]1[CH2:17][CH2:16][CH:15]([NH:18][C:19](=[O:25])[O:20][C:21]([CH3:24])([CH3:23])[CH3:22])[CH2:14][CH2:13]1.C(O)(=O)C.C(O[BH-](OC(=O)C)OC(=O)C)(=O)C.[Na+]. The catalyst is ClCCCl. The product is [C:1]1([C@H:7]2[CH2:9][C@@H:8]2[NH:10][C@H:12]2[CH2:13][CH2:14][C@H:15]([NH:18][C:19](=[O:25])[O:20][C:21]([CH3:23])([CH3:22])[CH3:24])[CH2:16][CH2:17]2)[CH:6]=[CH:5][CH:4]=[CH:3][CH:2]=1.[C:1]1([C@H:7]2[CH2:9][C@@H:8]2[NH:10][C@@H:12]2[CH2:13][CH2:14][C@H:15]([NH:18][C:19](=[O:25])[O:20][C:21]([CH3:23])([CH3:22])[CH3:24])[CH2:16][CH2:17]2)[CH:6]=[CH:5][CH:4]=[CH:3][CH:2]=1. The yield is 0.188. (8) The reactants are [C:1]1([OH:11])[C:10]2[C:5](=[CH:6][CH:7]=[CH:8][CH:9]=2)[CH:4]=[CH:3][CH:2]=1.[F:12][C:13]1[CH:14]=[C:15]([CH:18]=[C:19]([F:22])[C:20]=1[F:21])[CH:16]=O.[C:23](#[N:27])[CH2:24][C:25]#[N:26].N1CCCCC1. The catalyst is C(O)C.O. The product is [NH2:27][C:23]1[O:11][C:1]2[C:2]([CH:16]([C:15]3[CH:14]=[C:13]([F:12])[C:20]([F:21])=[C:19]([F:22])[CH:18]=3)[C:24]=1[C:25]#[N:26])=[CH:3][CH:4]=[C:5]1[CH:6]=[CH:7][CH:8]=[CH:9][C:10]=21. The yield is 0.810. (9) The reactants are C(N(S(F)(F)[F:7])CC)C.[Cl:10][C:11]1[CH:16]=[CH:15][C:14]([CH:17](O)[CH:18]2[CH2:23][CH2:22][N:21]([C:24]([O:26][C:27]([CH3:30])([CH3:29])[CH3:28])=[O:25])[CH2:20][CH2:19]2)=[CH:13][CH:12]=1. The catalyst is C(Cl)Cl. The product is [Cl:10][C:11]1[CH:16]=[CH:15][C:14]([CH:17]([F:7])[CH:18]2[CH2:23][CH2:22][N:21]([C:24]([O:26][C:27]([CH3:30])([CH3:29])[CH3:28])=[O:25])[CH2:20][CH2:19]2)=[CH:13][CH:12]=1. The yield is 0.840. (10) The reactants are [CH3:1][C:2]1[C:11]([NH:12][C@H:13]2[CH2:17][CH2:16][NH:15][CH2:14]2)=[N:10][C:9]2[C:4](=[CH:5][CH:6]=[CH:7][C:8]=2[C:18]2[NH:26][C:25]3[CH2:24][CH2:23][NH:22][C:21](=[O:27])[C:20]=3[CH:19]=2)[N:3]=1.[CH3:28][C:29](OC(C)=O)=[O:30]. The catalyst is C(Cl)Cl. The product is [C:29]([N:15]1[CH2:16][CH2:17][C@H:13]([NH:12][C:11]2[C:2]([CH3:1])=[N:3][C:4]3[C:9]([N:10]=2)=[C:8]([C:18]2[NH:26][C:25]4[CH2:24][CH2:23][NH:22][C:21](=[O:27])[C:20]=4[CH:19]=2)[CH:7]=[CH:6][CH:5]=3)[CH2:14]1)(=[O:30])[CH3:28]. The yield is 0.165.